Dataset: Catalyst prediction with 721,799 reactions and 888 catalyst types from USPTO. Task: Predict which catalyst facilitates the given reaction. (1) Product: [N:22]([S:13][CH2:12][C@@H:11]([C:14]([NH:16][CH2:17][C:18]([OH:20])=[O:19])=[O:15])[NH:10][C:8](=[O:9])[CH2:7][CH2:6][C@@H:2]([C:3]([OH:5])=[O:4])[NH2:1])=[O:23]. The catalyst class is: 6. Reactant: [NH2:1][C@@H:2]([CH2:6][CH2:7][C:8]([NH:10][C@H:11]([C:14]([NH:16][CH2:17][C:18]([OH:20])=[O:19])=[O:15])[CH2:12][SH:13])=[O:9])[C:3]([OH:5])=[O:4].Cl.[N:22]([O-])=[O:23].[Na+]. (2) Reactant: C(OC(=O)[NH:7][C@@H:8]1[CH2:13][CH2:12][CH2:11][CH2:10][C@@H:9]1[NH:14][C:15]1[N:20]=[C:19]([NH:21][C:22]2[CH:27]=[CH:26][CH:25]=[C:24](I)[CH:23]=2)[C:18]([C:29](=[O:31])[NH2:30])=[CH:17][N:16]=1)(C)(C)C.B(O)O.[C:36](=[O:39])([O-])[O-].[Na+].[Na+]. Product: [NH2:7][C@H:8]1[CH2:13][CH2:12][CH2:11][CH2:10][C@H:9]1[NH:14][C:15]1[N:20]=[C:19]([NH:21][C:22]2[CH:23]=[C:24]([C:8]3[CH:13]=[CH:12][C:36]([OH:39])=[CH:10][CH:9]=3)[CH:25]=[CH:26][CH:27]=2)[C:18]([C:29]([NH2:30])=[O:31])=[CH:17][N:16]=1. The catalyst class is: 3. (3) Reactant: [N+:1]([C:4]1[CH:12]=[CH:11][C:7]([C:8](Cl)=[O:9])=[CH:6][CH:5]=1)([O-:3])=[O:2].[C:13](#[N:17])[CH2:14][C:15]#[N:16].[OH-].[Na+]. Product: [OH:9][C:8]([C:7]1[CH:11]=[CH:12][C:4]([N+:1]([O-:3])=[O:2])=[CH:5][CH:6]=1)=[C:14]([C:13]#[N:17])[C:15]#[N:16]. The catalyst class is: 4. (4) Reactant: Br[C:2]1[CH:3]=[CH:4][C:5]2[N:6]([CH3:15])[C:7]3[C:12]([C:13]=2[CH:14]=1)=[CH:11][CH:10]=[CH:9][CH:8]=3.[Li]CCCC.CN([CH:24]=[O:25])C. Product: [CH3:15][N:6]1[C:5]2[CH:4]=[CH:3][C:2]([CH:24]=[O:25])=[CH:14][C:13]=2[C:12]2[C:7]1=[CH:8][CH:9]=[CH:10][CH:11]=2. The catalyst class is: 1.